Dataset: Full USPTO retrosynthesis dataset with 1.9M reactions from patents (1976-2016). Task: Predict the reactants needed to synthesize the given product. (1) Given the product [CH2:1]([O:8][C:9]1[C:14]([O:15][CH3:33])=[CH:13][C:12]([C:16]2[CH:21]=[CH:20][CH:19]=[C:18]([N:22]3[C:23]([CH3:28])=[CH:24][CH:25]=[C:26]3[CH3:27])[N:17]=2)=[C:11]([O:29][CH3:30])[CH:10]=1)[C:2]1[CH:7]=[CH:6][CH:5]=[CH:4][CH:3]=1, predict the reactants needed to synthesize it. The reactants are: [CH2:1]([O:8][C:9]1[C:14]([OH:15])=[CH:13][C:12]([C:16]2[CH:21]=[CH:20][CH:19]=[C:18]([N:22]3[C:26]([CH3:27])=[CH:25][CH:24]=[C:23]3[CH3:28])[N:17]=2)=[C:11]([O:29][CH3:30])[CH:10]=1)[C:2]1[CH:7]=[CH:6][CH:5]=[CH:4][CH:3]=1.[OH-].[K+].[CH2:33]1OCCOC2C(=CC=CC=2)OCCOCCOC2C(=CC=CC=2)OC1.CI. (2) Given the product [CH:22]([C:24]1[NH:25][CH:26]=[CH:27][C:28]=1[CH3:29])=[O:23].[CH:30]([C:32]1[NH:33][CH:34]=[C:35]([CH3:37])[CH:36]=1)=[O:31], predict the reactants needed to synthesize it. The reactants are: CN(C=O)C.P(Cl)(Cl)(Cl)=O.CC1C=CNC=1.C([O-])(=O)C.[Na+].[CH:22]([C:24]1[NH:25][CH:26]=[CH:27][C:28]=1[CH3:29])=[O:23].[CH:30]([C:32]1[NH:33][CH:34]=[C:35]([CH3:37])[CH:36]=1)=[O:31].